Regression/Classification. Given a drug SMILES string, predict its absorption, distribution, metabolism, or excretion properties. Task type varies by dataset: regression for continuous measurements (e.g., permeability, clearance, half-life) or binary classification for categorical outcomes (e.g., BBB penetration, CYP inhibition). Dataset: b3db_classification. From a dataset of Blood-brain barrier permeability classification from the B3DB database. (1) The result is 0 (does not penetrate BBB). The molecule is CN(C)C1C(=O)C(C(=O)NCNCCCCC(N)C(=O)O)=C(O)C2(O)C(=O)C3=C(O)c4c(O)cccc4C(C)(O)C3CC12. (2) The molecule is CC1(C)O[C@@H]2CC3C4C[C@H](F)C5=CC(=O)CC[C@]5(C)C4[C@@H](O)C[C@]3(C)[C@]2(C(=O)CO)O1. The result is 1 (penetrates BBB). (3) The drug is CCCCCCNC(=O)C(c1ccccc1)c1ccccc1. The result is 1 (penetrates BBB). (4) The drug is Cc1nnc(SCC2=C(C(=O)OCc3oc(=O)oc3C)N3C(=O)C(NC(=O)C(OC(=O)C(C)N)c4ccccc4)C3SC2)s1. The result is 0 (does not penetrate BBB). (5) The drug is CO[C@H]1/C=C/O[C@@]2(C)Oc3c(C)c(O)c4c(O)c(c(C=NN5CCN(C6CCCC6)CC5)c(O)c4c3C2=O)NC(=O)/C(C)=C\C=C\[C@H](C)[C@H](O)[C@@H](C)[C@@H](O)[C@@H](C)[C@H](OC(C)=O)[C@@H]1C. The result is 0 (does not penetrate BBB). (6) The molecule is CN1CC(C(=O)NC2(C)OC3(O)C4CCCN4C(=O)C(Cc4ccccc4)N3C2=O)C=C2c3cccc4[nH]cc(c34)CC21. The result is 1 (penetrates BBB). (7) The drug is Cc1cc(Br)cnc1NC(=O)C(C)(C)C. The result is 0 (does not penetrate BBB).